Task: Predict the reactants needed to synthesize the given product.. Dataset: Full USPTO retrosynthesis dataset with 1.9M reactions from patents (1976-2016) (1) Given the product [OH:26][C:23]1[CH:24]=[CH:25][C:20]([CH2:19][NH:18][C:7]([C:2]2([CH3:1])[CH2:3][S:4][S:5][CH2:6]2)=[O:9])=[CH:21][C:22]=1[O:27][CH3:28], predict the reactants needed to synthesize it. The reactants are: [CH3:1][C:2]1([C:7]([O:9]N2C(=O)CCC2=O)=O)[CH2:6][S:5][S:4][CH2:3]1.Cl.[NH2:18][CH2:19][C:20]1[CH:25]=[CH:24][C:23]([OH:26])=[C:22]([O:27][CH3:28])[CH:21]=1.C(N(CC)CC)C. (2) The reactants are: [CH3:1][N:2]1[C:6]([NH:7][C:8]([C:21]2[CH:26]=[CH:25][CH:24]=[CH:23][CH:22]=2)([C:15]2[CH:20]=[CH:19][CH:18]=[CH:17][CH:16]=2)[C:9]2[CH:14]=[CH:13][CH:12]=[CH:11][CH:10]=2)=[C:5]([NH:27][C:28](=O)[O:29]C2C=CC=CC=2)[CH:4]=[N:3]1.[NH:37]1[CH2:41][CH2:40][C@H:39]([NH:42][C:43](=[O:49])[O:44][C:45]([CH3:48])([CH3:47])[CH3:46])[CH2:38]1.C(N(C(C)C)C(C)C)C. Given the product [CH3:1][N:2]1[C:6]([NH:7][C:8]([C:15]2[CH:16]=[CH:17][CH:18]=[CH:19][CH:20]=2)([C:21]2[CH:26]=[CH:25][CH:24]=[CH:23][CH:22]=2)[C:9]2[CH:10]=[CH:11][CH:12]=[CH:13][CH:14]=2)=[C:5]([NH:27][C:28]([N:37]2[CH2:41][CH2:40][C@H:39]([NH:42][C:43](=[O:49])[O:44][C:45]([CH3:46])([CH3:48])[CH3:47])[CH2:38]2)=[O:29])[CH:4]=[N:3]1, predict the reactants needed to synthesize it. (3) Given the product [CH3:1][O:2][C:3]1[CH:11]=[C:10]2[C:6]([C:7]([C:12](=[O:16])[C:13]([O:26][CH2:24][CH3:25])=[O:14])=[CH:8][NH:9]2)=[CH:5][CH:4]=1, predict the reactants needed to synthesize it. The reactants are: [CH3:1][O:2][C:3]1[CH:11]=[C:10]2[C:6]([C:7]([C:12](=[O:16])[C:13](Cl)=[O:14])=[CH:8][NH:9]2)=[CH:5][CH:4]=1.C(N(CC)CC)C.[CH2:24]([OH:26])[CH3:25]. (4) Given the product [C:32]([C:29]1[CH:30]=[CH:31][C:26]([NH:25][C:23]([CH:14]2[NH:13][CH:12]([CH2:36][C:37]([CH3:40])([CH3:39])[CH3:38])[C:8]3([C:5]4=[N:6][CH:7]=[C:2]([Cl:1])[CH:3]=[C:4]4[NH:10][C:9]3=[O:11])[CH:15]2[C:16]2[CH:21]=[CH:20][CH:19]=[C:18]([Cl:22])[CH:17]=2)=[O:24])=[C:27]([O:34][CH3:35])[CH:28]=1)(=[O:41])[NH2:33], predict the reactants needed to synthesize it. The reactants are: [Cl:1][C:2]1[CH:3]=[C:4]2[NH:10][C:9](=[O:11])[C:8]3([CH:15]([C:16]4[CH:21]=[CH:20][CH:19]=[C:18]([Cl:22])[CH:17]=4)[CH:14]([C:23]([NH:25][C:26]4[CH:31]=[CH:30][C:29]([C:32]#[N:33])=[CH:28][C:27]=4[O:34][CH3:35])=[O:24])[NH:13][CH:12]3[CH2:36][C:37]([CH3:40])([CH3:39])[CH3:38])[C:5]2=[N:6][CH:7]=1.[OH:41]O.[OH-].[Na+]. (5) Given the product [CH2:1]([O:3][C:4]([C:6]1([C:9]2[CH:10]=[CH:11][C:12]([C:15]3[CH:20]=[CH:19][C:18]([C:21]4[O:25][N:24]=[C:23]([CH3:26])[C:22]=4[NH:27][C:29]4[CH:34]=[CH:33][CH:32]=[C:31]([O:35][CH:36]5[CH2:39][CH2:38][CH2:37]5)[N:30]=4)=[CH:17][CH:16]=3)=[CH:13][CH:14]=2)[CH2:8][CH2:7]1)=[O:5])[CH3:2], predict the reactants needed to synthesize it. The reactants are: [CH2:1]([O:3][C:4]([C:6]1([C:9]2[CH:14]=[CH:13][C:12]([C:15]3[CH:20]=[CH:19][C:18]([C:21]4[O:25][N:24]=[C:23]([CH3:26])[C:22]=4[NH2:27])=[CH:17][CH:16]=3)=[CH:11][CH:10]=2)[CH2:8][CH2:7]1)=[O:5])[CH3:2].Br[C:29]1[CH:34]=[CH:33][CH:32]=[C:31]([O:35][CH:36]2[CH2:39][CH2:38][CH2:37]2)[N:30]=1. (6) Given the product [Cl:3][C:4]1[CH:9]=[C:8]([N:10]2[CH2:15][C@@H:14]3[CH2:16][C@H:11]2[CH2:12][NH:13]3)[CH:7]=[CH:6][C:5]=1[C:17]1[N:22]2[N:23]=[C:24]([C:35]3[CH:36]=[CH:37][N:38]=[CH:39][CH:40]=3)[C:25]([C:26]3[CH:34]=[CH:33][CH:32]=[C:31]4[C:27]=3[CH:28]=[N:29][NH:30]4)=[C:21]2[N:20]=[CH:19][CH:18]=1, predict the reactants needed to synthesize it. The reactants are: Cl.Cl.[Cl:3][C:4]1[CH:9]=[C:8]([N:10]2[CH2:15][C@@H:14]3[CH2:16][C@H:11]2[CH2:12][NH:13]3)[CH:7]=[CH:6][C:5]=1[C:17]1[N:22]2[N:23]=[C:24]([C:35]3[CH:40]=[CH:39][N:38]=[CH:37][CH:36]=3)[C:25]([C:26]3[CH:34]=[CH:33][CH:32]=[C:31]4[C:27]=3[CH:28]=[N:29][NH:30]4)=[C:21]2[N:20]=[CH:19][CH:18]=1. (7) Given the product [CH2:10]([O:12][C:13]([N:15]1[CH2:16][CH2:17][N:18]([CH:21]([C:22]2[CH:23]=[C:24]([CH3:25])[CH:27]=[CH:28][CH:29]=2)[C:9]#[C:8][C:4]2[CH:5]=[CH:6][CH:7]=[C:2]([Cl:1])[CH:3]=2)[CH2:19][CH2:20]1)=[O:14])[CH3:11], predict the reactants needed to synthesize it. The reactants are: [Cl:1][C:2]1[CH:3]=[C:4]([C:8]#[CH:9])[CH:5]=[CH:6][CH:7]=1.[CH2:10]([O:12][C:13]([N:15]1[CH2:20][CH2:19][NH:18][CH2:17][CH2:16]1)=[O:14])[CH3:11].[CH3:21][C:22]1[CH:23]=[C:24]([CH:27]=[CH:28][CH:29]=1)[CH:25]=O.